Task: Predict which catalyst facilitates the given reaction.. Dataset: Catalyst prediction with 721,799 reactions and 888 catalyst types from USPTO (1) Reactant: [C:1]([O:5][C:6]([NH:8][C:9]1[CH:14]=[CH:13][C:12]([CH:15]([NH:20][C:21]([NH:23][CH2:24][C:25]([O:27][CH2:28][CH3:29])=[O:26])=[O:22])[CH2:16][C:17]([OH:19])=O)=[CH:11][CH:10]=1)=[O:7])([CH3:4])([CH3:3])[CH3:2].[CH2:30]([NH2:33])[C:31]#[CH:32].CCN(C(C)C)C(C)C.C1C=CC2N(O)N=NC=2C=1.CCN=C=NCCCN(C)C.Cl. Product: [C:1]([O:5][C:6]([NH:8][C:9]1[CH:14]=[CH:13][C:12]([CH:15]([NH:20][C:21](=[O:22])[NH:23][CH2:24][C:25]([O:27][CH2:28][CH3:29])=[O:26])[CH2:16][C:17](=[O:19])[NH:33][CH2:30][C:31]#[CH:32])=[CH:11][CH:10]=1)=[O:7])([CH3:2])([CH3:4])[CH3:3]. The catalyst class is: 3. (2) Reactant: [NH2:1][C:2]1[C:3]([C:9]([OH:11])=[O:10])=[N:4][C:5]([Cl:8])=[CH:6][CH:7]=1.[C:12]1(C)C=CC=CC=1.C[Si](C=[N+]=[N-])(C)C. Product: [CH3:12][O:10][C:9]([C:3]1[C:2]([NH2:1])=[CH:7][CH:6]=[C:5]([Cl:8])[N:4]=1)=[O:11]. The catalyst class is: 5. (3) Reactant: [NH2:1][C@@H:2]([CH2:4][OH:5])[CH3:3].[C:6]1(=O)[O:11][C:9](=[O:10])[C:8]2=[CH:12][CH:13]=[CH:14][CH:15]=[C:7]12. Product: [OH:5][CH2:4][C@H:2]([N:1]1[C:9](=[O:10])[C:8]2[C:7](=[CH:15][CH:14]=[CH:13][CH:12]=2)[C:6]1=[O:11])[CH3:3]. The catalyst class is: 2. (4) Reactant: [NH2:1][C:2]1[N:6]([C:7]2[C:12]([Cl:13])=[CH:11][C:10]([C:14]([F:17])([F:16])[F:15])=[CH:9][C:8]=2[Cl:18])[N:5]=[C:4]([CH:19]=[N:20][OH:21])[C:3]=1[S:22]([CH3:24])=[O:23].[O-][CH2:26]C.[Na+].IC. Product: [CH3:26][O:21][N:20]=[CH:19][C:4]1[C:3]([S:22]([CH3:24])=[O:23])=[C:2]([NH2:1])[N:6]([C:7]2[C:12]([Cl:13])=[CH:11][C:10]([C:14]([F:17])([F:16])[F:15])=[CH:9][C:8]=2[Cl:18])[N:5]=1. The catalyst class is: 8.